This data is from Full USPTO retrosynthesis dataset with 1.9M reactions from patents (1976-2016). The task is: Predict the reactants needed to synthesize the given product. Given the product [CH3:11][O:12][CH2:13][C@@H:14]1[O:18][C:17]2([CH2:19][CH2:20][CH2:21][CH2:22][CH2:23]2)[O:16][C@H:15]1[CH:24]=[O:25], predict the reactants needed to synthesize it. The reactants are: CS(C)=O.C(Cl)(=O)C(Cl)=O.[CH3:11][O:12][CH2:13][C@@H:14]1[O:18][C:17]2([CH2:23][CH2:22][CH2:21][CH2:20][CH2:19]2)[O:16][C@H:15]1[CH2:24][OH:25].C(N(CC)CC)C.